Predict the product of the given reaction. From a dataset of Forward reaction prediction with 1.9M reactions from USPTO patents (1976-2016). (1) Given the reactants [C:1]([O:10][CH3:11])(=[O:9])[C:2]([CH2:4][C:5]([O:7][CH3:8])=[O:6])=[CH2:3].N#N.[H][H], predict the reaction product. The product is: [CH3:3][CH:2]([CH2:4][C:5]([O:7][CH3:8])=[O:6])[C:1]([O:10][CH3:11])=[O:9]. (2) Given the reactants FC1C=C([N+]([O-])=O)C=CC=1N(CC(F)(F)F)O.CC(C)CCCO.[F:25][C:26]1[CH:31]=[C:30]([N+:32]([O-:34])=[O:33])[CH:29]=[CH:28][C:27]=1[N:35]1[C@H:39]([CH2:40][CH:41]([CH3:43])[CH3:42])[CH2:38][O:37][CH:36]1[C:44]([F:47])([F:46])[F:45].[SiH](CC)(CC)CC, predict the reaction product. The product is: [F:25][C:26]1[CH:31]=[C:30]([N+:32]([O-:34])=[O:33])[CH:29]=[CH:28][C:27]=1[N:35]([CH2:36][C:44]([F:47])([F:46])[F:45])[C@H:39]([CH2:40][CH:41]([CH3:42])[CH3:43])[CH2:38][OH:37]. (3) Given the reactants Cl.O1CCOCC1.OC(C(F)(F)F)=O.OC(C(F)(F)F)=O.[S:22]1[C:26]2[CH:27]=[C:28]([NH:31][C:32]([N:34]3[CH2:39][CH2:38][N:37](C(OC(C)(C)C)=O)[CH2:36][CH:35]3[CH2:47][O:48][C:49]3[CH:50]=[N:51][CH:52]=[CH:53][CH:54]=3)=[O:33])[CH:29]=[CH:30][C:25]=2[N:24]=[CH:23]1, predict the reaction product. The product is: [S:22]1[C:26]2[CH:27]=[C:28]([NH:31][C:32]([N:34]3[CH2:39][CH2:38][NH:37][CH2:36][CH:35]3[CH2:47][O:48][C:49]3[CH:50]=[N:51][CH:52]=[CH:53][CH:54]=3)=[O:33])[CH:29]=[CH:30][C:25]=2[N:24]=[CH:23]1.